This data is from CYP1A2 inhibition data for predicting drug metabolism from PubChem BioAssay. The task is: Regression/Classification. Given a drug SMILES string, predict its absorption, distribution, metabolism, or excretion properties. Task type varies by dataset: regression for continuous measurements (e.g., permeability, clearance, half-life) or binary classification for categorical outcomes (e.g., BBB penetration, CYP inhibition). Dataset: cyp1a2_veith. (1) The drug is CCN=C(Nc1cccc(F)c1)SC1CC(=O)N(c2ccc(OC)cc2)C1=O. The result is 1 (inhibitor). (2) The molecule is COc1ccc(F)cc1S(=O)(=O)NC(Cc1ccccc1)C(N)=O. The result is 0 (non-inhibitor). (3) The compound is O=c1c(-c2cc(F)cc(F)c2)nc2cnc(N3CCOCC3)nc2n1Cc1cccs1. The result is 0 (non-inhibitor). (4) The compound is CCCn1nnc(NC(=O)c2ccc(-c3cccc(Cl)c3)o2)n1. The result is 1 (inhibitor).